Dataset: Reaction yield outcomes from USPTO patents with 853,638 reactions. Task: Predict the reaction yield, written as a fraction of the theoretical maximum amount of product (1.0 means a 100% yield; for example, 0.34 means a 34% yield). (1) The reactants are [CH:1](=O)[C:2]1[CH:7]=[CH:6][CH:5]=[CH:4][CH:3]=1.[CH3:9][N:10]([CH2:12][C:13]1[CH:31]=[CH:30][C:16](/[CH:17]=[N:18]/[C:19]2[CH:27]=[C:26]([F:28])[CH:25]=[C:24]3[C:20]=2[CH2:21][O:22][C:23]3=[O:29])=[CH:15][CH:14]=1)[CH3:11].[O-:32][CH2:33][CH3:34].[Na+].C(O)C. The catalyst is C(OCC)(=O)CC. The product is [CH3:9][N:10]([CH2:12][C:13]1[CH:31]=[CH:30][C:16]([CH:17]2[CH:1]([C:2]3[CH:7]=[CH:6][CH:5]=[CH:4][CH:3]=3)[C:33](=[O:32])[C:34]3[C:24]([C:23]([O:22][CH2:21][CH3:20])=[O:29])=[CH:25][C:26]([F:28])=[CH:27][C:19]=3[NH:18]2)=[CH:15][CH:14]=1)[CH3:11]. The yield is 0.250. (2) The product is [Cl:1][C:2]1[CH:3]=[CH:4][C:5]2[S:8][C:9]([CH3:10])=[CH:13][C:6]=2[CH:7]=1. The yield is 0.120. The reactants are [Cl:1][C:2]1[CH:7]=[CH:6][C:5]([S:8][CH2:9][C:10](Cl)=C)=[CH:4][CH:3]=1.[CH3:13]C(OC)(C)C. The catalyst is CN(C)C1C=CC=CC=1. (3) The reactants are [OH:1][C:2]1[CH:9]=[C:8]([OH:10])[CH:7]=[CH:6][C:3]=1[CH:4]=[O:5].C([O-])(O)=O.[Na+].[CH2:16](Cl)[C:17]1[CH:22]=[CH:21][CH:20]=[CH:19][CH:18]=1. The catalyst is C(#N)C. The product is [CH2:16]([O:10][C:8]1[CH:7]=[CH:6][C:3]([CH:4]=[O:5])=[C:2]([OH:1])[CH:9]=1)[C:17]1[CH:22]=[CH:21][CH:20]=[CH:19][CH:18]=1. The yield is 0.780.